This data is from Forward reaction prediction with 1.9M reactions from USPTO patents (1976-2016). The task is: Predict the product of the given reaction. (1) Given the reactants [C:1](=[O:4])([O-:3])[O-:2].[Na+].[Na+].[Cl-].[Cr+3:8].[Cl-].[Cl-].[Cr], predict the reaction product. The product is: [C:1](=[O:2])([O-:4])[O-:3].[Cr+3:8].[C:1](=[O:2])([O-:4])[O-:3].[C:1](=[O:2])([O-:4])[O-:3].[Cr+3:8]. (2) Given the reactants CC1C=C(N2CCN(CC3C=CC(C(F)(F)F)=CC=3)C2=O)SC=1C(OCC)=O.[N:29]1[O:30][N:31]=[C:32]2[CH:37]=[C:36]([CH2:38][N:39]3[CH2:43][CH2:42][N:41]([C:44]4[S:45][C:46]([C:50]([O:52]CC)=[O:51])=[C:47]([CH3:49])[N:48]=4)[C:40]3=[O:55])[CH:35]=[CH:34][C:33]=12, predict the reaction product. The product is: [N:29]1[O:30][N:31]=[C:32]2[CH:37]=[C:36]([CH2:38][N:39]3[CH2:43][CH2:42][N:41]([C:44]4[S:45][C:46]([C:50]([OH:52])=[O:51])=[C:47]([CH3:49])[N:48]=4)[C:40]3=[O:55])[CH:35]=[CH:34][C:33]=12. (3) Given the reactants Br[C:2]1[CH:7]=[C:6]([N+:8]([O-:10])=[O:9])[CH:5]=[C:4]([Cl:11])[CH:3]=1.[CH3:12][C:13]1([CH3:29])[C:17]([CH3:19])([CH3:18])[O:16][B:15]([B:15]2[O:16][C:17]([CH3:19])([CH3:18])[C:13]([CH3:29])([CH3:12])[O:14]2)[O:14]1.C(Cl)Cl.CC([O-])=O.[K+], predict the reaction product. The product is: [Cl:11][C:4]1[CH:3]=[C:2]([B:15]2[O:16][C:17]([CH3:19])([CH3:18])[C:13]([CH3:29])([CH3:12])[O:14]2)[CH:7]=[C:6]([N+:8]([O-:10])=[O:9])[CH:5]=1. (4) Given the reactants [F:1][C:2]1[CH:3]=[C:4]([C@@H:8]([NH:12][C:13](=[O:15])[CH3:14])[CH2:9][CH2:10][OH:11])[CH:5]=[CH:6][CH:7]=1.CS(C)=O.C(N(CC)CC)C, predict the reaction product. The product is: [F:1][C:2]1[CH:3]=[C:4]([C@@H:8]([NH:12][C:13](=[O:15])[CH3:14])[CH2:9][CH:10]=[O:11])[CH:5]=[CH:6][CH:7]=1. (5) Given the reactants [F:1][C:2]1[CH:3]=[C:4]([CH:7]=[CH:8][CH:9]=1)[CH2:5]Br.[CH2:10]([NH:17][C:18](=[O:40])[N:19]([C:21]1[CH:22]=[C:23]([C:27]2[CH:32]=[CH:31][C:30]([CH2:33][CH2:34][C:35]([O:37][CH3:38])=[O:36])=[CH:29][C:28]=2[OH:39])[CH:24]=[CH:25][CH:26]=1)[CH3:20])[CH2:11][CH2:12][CH2:13][CH2:14][CH2:15][CH3:16].C(=O)([O-])[O-].[K+].[K+], predict the reaction product. The product is: [F:1][C:2]1[CH:3]=[C:4]([CH:7]=[CH:8][CH:9]=1)[CH2:5][O:39][C:28]1[CH:29]=[C:30]([CH2:33][CH2:34][C:35]([O:37][CH3:38])=[O:36])[CH:31]=[CH:32][C:27]=1[C:23]1[CH:24]=[CH:25][CH:26]=[C:21]([N:19]([CH3:20])[C:18]([NH:17][CH2:10][CH2:11][CH2:12][CH2:13][CH2:14][CH2:15][CH3:16])=[O:40])[CH:22]=1.